Binary Classification. Given a drug SMILES string, predict its activity (active/inactive) in a high-throughput screening assay against a specified biological target. From a dataset of Cav3 T-type calcium channel HTS with 100,875 compounds. (1) The drug is S(=O)(=O)(c1c(n(NC(=O)C2CC2)c2nc3c(nc12)cccc3)N)c1ccc(cc1)C. The result is 0 (inactive). (2) The result is 0 (inactive). The molecule is S(=O)(=O)(Nc1noc(c1)C)c1ccc(NC(=O)c2c3c(nc(c4c(cc(cc4)C)C)c2)cccc3)cc1. (3) The compound is Fc1c(COc2c(CNCc3ccncc3)cccc2)cccc1. The result is 0 (inactive).